Dataset: Catalyst prediction with 721,799 reactions and 888 catalyst types from USPTO. Task: Predict which catalyst facilitates the given reaction. (1) Reactant: [NH2:1][C:2]1[C:7]([N+:8]([O-:10])=[O:9])=[CH:6][CH:5]=[CH:4][C:3]=1[OH:11].Br[CH2:13][CH2:14][O:15][CH3:16].C([O-])([O-])=O.[K+].[K+].O. Product: [CH3:16][O:15][CH2:14][CH2:13][O:11][C:3]1[CH:4]=[CH:5][CH:6]=[C:7]([N+:8]([O-:10])=[O:9])[C:2]=1[NH2:1]. The catalyst class is: 3. (2) Reactant: [CH2:1]([O:3][C:4](=[O:24])[C:5]1[CH:10]=[CH:9][CH:8]=[C:7]([N:11]2[C:15]([CH3:16])=[CH:14][CH:13]=[C:12]2[C:17]2[CH:22]=[CH:21][CH:20]=[CH:19][C:18]=2[OH:23])[CH:6]=1)[CH3:2].C([O-])([O-])=O.[K+].[K+].[Cl:31][C:32]1[CH:39]=[C:38]([F:40])[CH:37]=[CH:36][C:33]=1[CH2:34]Br. Product: [CH2:1]([O:3][C:4](=[O:24])[C:5]1[CH:10]=[CH:9][CH:8]=[C:7]([N:11]2[C:15]([CH3:16])=[CH:14][CH:13]=[C:12]2[C:17]2[CH:22]=[CH:21][CH:20]=[CH:19][C:18]=2[O:23][CH2:34][C:33]2[CH:36]=[CH:37][C:38]([F:40])=[CH:39][C:32]=2[Cl:31])[CH:6]=1)[CH3:2]. The catalyst class is: 3. (3) Reactant: [Br:1][CH2:2][C:3]1[CH:11]=[CH:10][CH:9]=[C:8]2[C:4]=1[CH:5]=[N:6][NH:7]2.[O:12]1[CH:17]=[CH:16][CH2:15][CH2:14][CH2:13]1.O.C1(C)C=CC(S(O)(=O)=O)=CC=1.C(=O)([O-])[O-].[Na+].[Na+]. Product: [Br:1][CH2:2][C:3]1[CH:11]=[CH:10][CH:9]=[C:8]2[C:4]=1[CH:5]=[N:6][N:7]2[CH:13]1[CH2:14][CH2:15][CH2:16][CH2:17][O:12]1. The catalyst class is: 1. (4) Reactant: [C:1]1([C:7]([C:17]2[CH:22]=[CH:21][CH:20]=[CH:19][CH:18]=2)=[N:8][CH2:9][C:10]([O:12][C:13]([CH3:16])([CH3:15])[CH3:14])=[O:11])[CH:6]=[CH:5][CH:4]=[CH:3][CH:2]=1.[Br:23][C:24]1[CH:25]=[C:26]([CH2:29]Br)[S:27][CH:28]=1.S([O-])([O-])(=O)=O.C([N+](CCCC)(CCCC)CCCC)CCC.C([N+](CCCC)(CCCC)CCCC)CCC.[OH-].[Na+]. Product: [Br:23][C:24]1[CH:25]=[C:26]([CH2:29][C@@H:9]([C:10]([O:12][C:13]([CH3:16])([CH3:15])[CH3:14])=[O:11])[N:8]=[C:7]([C:17]2[CH:22]=[CH:21][CH:20]=[CH:19][CH:18]=2)[C:1]2[CH:2]=[CH:3][CH:4]=[CH:5][CH:6]=2)[S:27][CH:28]=1. The catalyst class is: 2. (5) Reactant: [CH:1]1([CH2:4][C:5]([OH:7])=O)[CH2:3][CH2:2]1.CN(C(ON1N=NC2C=CC=NC1=2)=[N+](C)C)C.F[P-](F)(F)(F)(F)F.C(N(C(C)C)CC)(C)C.[CH:41]1[C:53]2[CH:52]([CH2:54][O:55][C:56]([N:58]3[CH2:63][CH2:62][CH2:61][CH:60]([NH:64][C:65]4[C:70]([NH2:71])=[CH:69][N:68]=[C:67]5[N:72]([S:75]([C:78]6[CH:83]=[CH:82][CH:81]=[CH:80][CH:79]=6)(=[O:77])=[O:76])[CH:73]=[CH:74][C:66]=45)[CH2:59]3)=[O:57])[C:51]3[C:46](=[CH:47][CH:48]=[CH:49][CH:50]=3)[C:45]=2[CH:44]=[CH:43][CH:42]=1. Product: [CH:41]1[C:53]2[CH:52]([CH2:54][O:55][C:56]([N:58]3[CH2:63][CH2:62][CH2:61][CH:60]([NH:64][C:65]4[C:70]([NH:71][C:5](=[O:7])[CH2:4][CH:1]5[CH2:2][CH2:3]5)=[CH:69][N:68]=[C:67]5[N:72]([S:75]([C:78]6[CH:79]=[CH:80][CH:81]=[CH:82][CH:83]=6)(=[O:77])=[O:76])[CH:73]=[CH:74][C:66]=45)[CH2:59]3)=[O:57])[C:51]3[C:46](=[CH:47][CH:48]=[CH:49][CH:50]=3)[C:45]=2[CH:44]=[CH:43][CH:42]=1. The catalyst class is: 3. (6) Reactant: C=O.[C:3]([O:7][C:8]([NH:10][CH2:11][CH2:12][C:13]1[N:14]=[C:15](/[CH:18]=[CH:19]/[C:20]2[CH:25]=[CH:24][CH:23]=[CH:22][CH:21]=2)[O:16][CH:17]=1)=[O:9])([CH3:6])([CH3:5])[CH3:4].[C:26](OCC)(=O)C.C(=O)([O-])O.[Na+]. Product: [C:3]([O:7][C:8]([N:10]1[CH2:11][CH2:12][C:13]2[N:14]=[C:15](/[CH:18]=[CH:19]/[C:20]3[CH:25]=[CH:24][CH:23]=[CH:22][CH:21]=3)[O:16][C:17]=2[CH2:26]1)=[O:9])([CH3:6])([CH3:4])[CH3:5]. The catalyst class is: 626. (7) Product: [C:3]([OH:7])(=[O:27])[C:20]([CH3:19])=[CH2:15].[C:3]([O:7][O:8][C:25]([CH3:24])([CH3:26])[CH3:9])([CH3:6])([CH3:5])[CH3:4]. Reactant: [OH-].[Na+].[C:3]([O:7][OH:8])([CH3:6])([CH3:5])[CH3:4].[CH:9]1[C:9]2N[C:20]3[C:15](=[CH:15][CH:20]=[CH:19][CH:19]=3)S[C:9]=2[CH:19]=[CH:20][CH:15]=1.C[CH:24]=[CH:25][C:26](Cl)=[O:27]. The catalyst class is: 3.